From a dataset of Full USPTO retrosynthesis dataset with 1.9M reactions from patents (1976-2016). Predict the reactants needed to synthesize the given product. (1) Given the product [CH3:45][O:44][C:43]1[C:24]([O:23][CH3:16])=[CH:25][C:26]2[N:46]=[CH:40][C@@H:31]3[CH2:32][CH2:33][CH2:34][N:30]3[C:28](=[O:29])[C:27]=2[CH:42]=1, predict the reactants needed to synthesize it. The reactants are: [Si](OC[C@@H]1C[C@@H](O)CN1)(C(C)(C)C)(C)C.[CH2:16]([O:23][C:24]1[C:43]([O:44][CH3:45])=[CH:42][C:27]([C:28]([N:30]2[CH:34]=[C:33](CC(OC)=O)[CH2:32][C@H:31]2[CH2:40]O)=[O:29])=[C:26]([N+:46]([O-])=O)[CH:25]=1)C1C=CC=CC=1. (2) Given the product [CH3:59][N:33]([CH3:32])[CH2:34][CH2:35][C@@H:36]([NH:45][C:46]1[CH:51]=[CH:50][C:49]([S:52]([NH:55][C:24]([N:10]2[CH2:11][CH2:12][N:7]([C:1]3[CH:6]=[CH:5][CH:4]=[CH:3][CH:2]=3)[CH2:8][CH2:9]2)=[O:30])(=[O:53])=[O:54])=[CH:48][C:47]=1[N+:56]([O-:58])=[O:57])[CH2:37][S:38][C:39]1[CH:40]=[CH:41][CH:42]=[CH:43][CH:44]=1, predict the reactants needed to synthesize it. The reactants are: [C:1]1([N:7]2[CH2:12][CH2:11][NH:10][CH2:9][CH2:8]2)[CH:6]=[CH:5][CH:4]=[CH:3][CH:2]=1.C(N(CC)CC)C.ClC(Cl)(O[C:24](=[O:30])OC(Cl)(Cl)Cl)Cl.[CH3:32][N:33]([CH3:59])[CH2:34][CH2:35][C@@H:36]([NH:45][C:46]1[CH:51]=[CH:50][C:49]([S:52]([NH2:55])(=[O:54])=[O:53])=[CH:48][C:47]=1[N+:56]([O-:58])=[O:57])[CH2:37][S:38][C:39]1[CH:44]=[CH:43][CH:42]=[CH:41][CH:40]=1. (3) Given the product [Cl:1][C:2]1[CH:3]=[CH:4][C:5]([C:24]#[CH:25])=[C:6]([C:8]2[CH:13]=[CH:12][N:11]([CH:14]([CH3:22])[C:15]([OH:17])=[O:16])[C:10](=[O:23])[CH:9]=2)[CH:7]=1, predict the reactants needed to synthesize it. The reactants are: [Cl:1][C:2]1[CH:3]=[CH:4][C:5]([C:24]#[C:25][Si](C)(C)C)=[C:6]([C:8]2[CH:13]=[CH:12][N:11]([CH:14]([CH3:22])[C:15]([O:17]C(C)(C)C)=[O:16])[C:10](=[O:23])[CH:9]=2)[CH:7]=1.C(O)(C(F)(F)F)=O. (4) Given the product [F:1][C:2]1[CH:3]=[CH:4][C:5]([CH3:19])=[C:6]([C:8]2[CH:17]=[C:16]3[C:11]([CH:12]=[C:13]([NH:18][C:32](=[O:33])[O:34][C:35]4[CH:36]=[CH:37][C:38]([N+:41]([O-:43])=[O:42])=[CH:39][CH:40]=4)[N:14]=[CH:15]3)=[CH:10][CH:9]=2)[CH:7]=1, predict the reactants needed to synthesize it. The reactants are: [F:1][C:2]1[CH:3]=[CH:4][C:5]([CH3:19])=[C:6]([C:8]2[CH:17]=[C:16]3[C:11]([CH:12]=[C:13]([NH2:18])[N:14]=[CH:15]3)=[CH:10][CH:9]=2)[CH:7]=1.ClCCCl.C(N(CC)CC)C.Cl[C:32]([O:34][C:35]1[CH:40]=[CH:39][C:38]([N+:41]([O-:43])=[O:42])=[CH:37][CH:36]=1)=[O:33].N1C=CC=CC=1.